From a dataset of Forward reaction prediction with 1.9M reactions from USPTO patents (1976-2016). Predict the product of the given reaction. Given the reactants [NH2:1][C:2]1[S:3][C:4]([C:25]2[CH:30]=[CH:29][N:28]=[C:27](Cl)[N:26]=2)=[C:5]([C:7]2[CH:8]=[C:9]([N:13]([CH3:24])[C:14](=[O:23])[C:15]3[C:20]([F:21])=[CH:19][CH:18]=[CH:17][C:16]=3[F:22])[CH:10]=[CH:11][CH:12]=2)[N:6]=1.CC(O)C.[F:36][C:37]1[CH:38]=[C:39]([NH2:43])[CH:40]=[CH:41][CH:42]=1, predict the reaction product. The product is: [NH2:1][C:2]1[S:3][C:4]([C:25]2[CH:30]=[CH:29][N:28]=[C:27]([NH:43][C:39]3[CH:40]=[CH:41][CH:42]=[C:37]([F:36])[CH:38]=3)[N:26]=2)=[C:5]([C:7]2[CH:8]=[C:9]([N:13]([CH3:24])[C:14](=[O:23])[C:15]3[C:20]([F:21])=[CH:19][CH:18]=[CH:17][C:16]=3[F:22])[CH:10]=[CH:11][CH:12]=2)[N:6]=1.